From a dataset of Catalyst prediction with 721,799 reactions and 888 catalyst types from USPTO. Predict which catalyst facilitates the given reaction. (1) Reactant: [C:1]([C:3]1[CH:11]=[CH:10][C:6]([C:7]([OH:9])=[O:8])=[C:5]([F:12])[CH:4]=1)#[N:2].[NH2:13][OH:14].Cl.C([O-])([O-])=O.[K+].[K+]. Product: [F:12][C:5]1[CH:4]=[C:3]([C:1](=[NH:2])[NH:13][OH:14])[CH:11]=[CH:10][C:6]=1[C:7]([OH:9])=[O:8]. The catalyst class is: 88. (2) Reactant: [CH3:1][O:2][C:3]1[CH:4]=[C:5]2[C:10](=[CH:11][C:12]=1[O:13][CH3:14])[NH:9][C:8](=[O:15])[CH:7]([C:16]([OH:18])=O)[CH2:6]2.[NH2:19][C:20]1[CH:21]=[C:22]([CH:27]=[CH:28][C:29]=1[CH3:30])[C:23]([O:25][CH3:26])=[O:24].C(N(CC)CC)C.CN(C(ON1N=NC2C=CC=NC1=2)=[N+](C)C)C.F[P-](F)(F)(F)(F)F. Product: [CH3:26][O:25][C:23](=[O:24])[C:22]1[CH:27]=[CH:28][C:29]([CH3:30])=[C:20]([NH:19][C:16]([CH:7]2[CH2:6][C:5]3[C:10](=[CH:11][C:12]([O:13][CH3:14])=[C:3]([O:2][CH3:1])[CH:4]=3)[NH:9][C:8]2=[O:15])=[O:18])[CH:21]=1. The catalyst class is: 31. (3) Reactant: [H-].[Na+].[Cl:3][C:4]1[CH:5]=[C:6]2[C:10](=[CH:11][CH:12]=1)[NH:9][CH:8]=[CH:7]2.Br[CH:14]([CH3:18])[C:15]([NH2:17])=[O:16].O. Product: [Cl:3][C:4]1[CH:5]=[C:6]2[C:10](=[CH:11][CH:12]=1)[N:9]([CH:14]([CH3:18])[C:15]([NH2:17])=[O:16])[CH:8]=[CH:7]2. The catalyst class is: 3.